From a dataset of Full USPTO retrosynthesis dataset with 1.9M reactions from patents (1976-2016). Predict the reactants needed to synthesize the given product. Given the product [Cl:26][C:24]1[C:20]2[O:21][CH2:22][O:23][C:19]=2[CH:18]=[C:17]([CH2:16][C@H:8]([NH:7][C:6](=[O:27])[O:5][C:1]([CH3:3])([CH3:2])[CH3:4])[C@H:9]([OH:15])[C:10]2[S:11][CH:12]=[CH:13][N:14]=2)[CH:25]=1, predict the reactants needed to synthesize it. The reactants are: [C:1]([O:5][C:6](=[O:27])[NH:7][C@@H:8]([CH2:16][C:17]1[CH:25]=[C:24]([Cl:26])[C:20]2[O:21][CH2:22][O:23][C:19]=2[CH:18]=1)[C:9](=[O:15])[C:10]1[S:11][CH:12]=[CH:13][N:14]=1)([CH3:4])([CH3:3])[CH3:2].[H-].C(O[Al](OC(C)(C)C)OC(C)(C)C)(C)(C)C.[Li+].C1COCC1.